Dataset: Reaction yield outcomes from USPTO patents with 853,638 reactions. Task: Predict the reaction yield, written as a fraction of the theoretical maximum amount of product (1.0 means a 100% yield; for example, 0.34 means a 34% yield). (1) The reactants are [CH3:1][C:2]1([CH2:14][C:15]([OH:17])=O)[C:6](=[O:7])[N:5](CC(F)(F)F)[C:4](=[O:13])[NH:3]1.[C:18]1([C:24]2[CH:37]=[CH:36][C:27]3[N:28]=[C:29]([CH2:31][C:32]([NH:34][NH2:35])=O)[S:30][C:26]=3[CH:25]=2)[CH:23]=[CH:22][CH:21]=[CH:20][CH:19]=1.C(P1(=O)OP(=O)(CCC)OP(=O)(CCC)O1)CC.CCN(C(C)C)C(C)C. The catalyst is O1CCOCC1.C(Cl)Cl. The product is [CH3:1][C:2]1([CH2:14][C:15]2[O:17][C:32]([CH2:31][C:29]3[S:30][C:26]4[CH:25]=[C:24]([C:18]5[CH:23]=[CH:22][CH:21]=[CH:20][CH:19]=5)[CH:37]=[CH:36][C:27]=4[N:28]=3)=[N:34][N:35]=2)[NH:3][C:4](=[O:13])[NH:5][C:6]1=[O:7]. The yield is 0.850. (2) The reactants are NC1(C2C=CC(C3C(=O)C4C(=CC=C(F)C=4)OC=3C3C=CC=CC=3)=CC=2)CCC1.C(OC(=O)[NH:36][C:37]1([C:41]2[CH:46]=[CH:45][C:44]([C:47]3[C:56](=[O:57])[C:55]4[C:50](=[C:51]([C:58]5[C:59]([C:63]([F:66])([F:65])[F:64])=[N:60][NH:61][CH:62]=5)[CH:52]=[CH:53][CH:54]=4)[O:49][C:48]=3[C:67]3[CH:72]=[CH:71][CH:70]=[CH:69][CH:68]=3)=[CH:43][CH:42]=2)[CH2:40][CH2:39][CH2:38]1)(C)(C)C. No catalyst specified. The product is [NH2:36][C:37]1([C:41]2[CH:46]=[CH:45][C:44]([C:47]3[C:56](=[O:57])[C:55]4[C:50](=[C:51]([C:58]5[C:59]([C:63]([F:66])([F:65])[F:64])=[N:60][NH:61][CH:62]=5)[CH:52]=[CH:53][CH:54]=4)[O:49][C:48]=3[C:67]3[CH:68]=[CH:69][CH:70]=[CH:71][CH:72]=3)=[CH:43][CH:42]=2)[CH2:38][CH2:39][CH2:40]1. The yield is 0.280. (3) The reactants are C(OC(=O)[NH:7][CH2:8][C:9]1[CH:14]=[CH:13][CH:12]=[C:11](Br)[CH:10]=1)(C)(C)C.[NH:17]1[CH2:21][CH2:20][CH2:19][CH2:18]1.C1C=CC(P(C2C(C3C(P(C4C=CC=CC=4)C4C=CC=CC=4)=CC=C4C=3C=CC=C4)=C3C(C=CC=C3)=CC=2)C2C=CC=CC=2)=CC=1.C(=O)([O-])[O-].[Cs+].[Cs+]. The catalyst is C1(C)C=CC=CC=1.C1C=CC(/C=C/C(/C=C/C2C=CC=CC=2)=O)=CC=1.C1C=CC(/C=C/C(/C=C/C2C=CC=CC=2)=O)=CC=1.C1C=CC(/C=C/C(/C=C/C2C=CC=CC=2)=O)=CC=1.[Pd].[Pd]. The product is [N:17]1([C:11]2[CH:10]=[C:9]([CH:14]=[CH:13][CH:12]=2)[CH2:8][NH2:7])[CH2:21][CH2:20][CH2:19][CH2:18]1. The yield is 0.850. (4) The reactants are [NH2:1][C:2]1[CH:7]=[CH:6][CH:5]=[CH:4][CH:3]=1.[CH3:8][O:9][C:10]1[CH:11]=[C:12]([CH:16]=[CH:17][CH:18]=1)[C:13](Cl)=[O:14]. The catalyst is C(N(CC)CC)C.C(Cl)Cl.C(=O)(O)[O-].[Na+]. The product is [CH3:8][O:9][C:10]1[CH:11]=[C:12]([CH:16]=[CH:17][CH:18]=1)[C:13]([NH:1][C:2]1[CH:7]=[CH:6][CH:5]=[CH:4][CH:3]=1)=[O:14]. The yield is 0.950. (5) The reactants are Cl.[Cl:2][C:3]1[CH:28]=[CH:27][C:6]2[N:7]3[C:11]([CH2:12][NH:13][CH2:14][C:5]=2[CH:4]=1)=[N:10][N:9]=[C:8]3[C@H:15]1[CH2:20][CH2:19][C@H:18]([C:21]2[CH:26]=[CH:25][CH:24]=[CH:23][CH:22]=2)[CH2:17][CH2:16]1.C(N(CC)CC)C.[C:36](Cl)(=[O:38])[CH3:37]. The catalyst is ClCCl. The product is [Cl:2][C:3]1[CH:28]=[CH:27][C:6]2[N:7]3[C:11]([CH2:12][N:13]([C:36](=[O:38])[CH3:37])[CH2:14][C:5]=2[CH:4]=1)=[N:10][N:9]=[C:8]3[C@H:15]1[CH2:20][CH2:19][C@H:18]([C:21]2[CH:22]=[CH:23][CH:24]=[CH:25][CH:26]=2)[CH2:17][CH2:16]1. The yield is 0.900. (6) The reactants are [Br:1][C:2]1[CH:3]=[C:4]([C:11]([O:13][CH2:14][CH3:15])=[O:12])[C:5]2[CH:10]=[N:9][NH:8][C:6]=2[N:7]=1.C([O-])([O-])=O.[K+].[K+].Br[CH:23]([CH3:25])[CH3:24]. The catalyst is C(#N)C. The product is [Br:1][C:2]1[CH:3]=[C:4]([C:11]([O:13][CH2:14][CH3:15])=[O:12])[C:5]2[CH:10]=[N:9][N:8]([CH:23]([CH3:25])[CH3:24])[C:6]=2[N:7]=1. The yield is 0.583.